This data is from Catalyst prediction with 721,799 reactions and 888 catalyst types from USPTO. The task is: Predict which catalyst facilitates the given reaction. Reactant: C([N:8]1[CH2:12][CH2:11][CH:10]([N:13]2[CH:21]=[C:16]3[NH:17][CH2:18][C:19](=[O:20])[N:15]3[CH2:14]2)[CH2:9]1)C1C=CC=CC=1.C([O-])=O.[NH4+]. Product: [NH:8]1[CH2:12][CH2:11][CH:10]([N:13]2[CH:21]=[C:16]3[NH:17][CH2:18][C:19](=[O:20])[N:15]3[CH2:14]2)[CH2:9]1. The catalyst class is: 129.